This data is from Full USPTO retrosynthesis dataset with 1.9M reactions from patents (1976-2016). The task is: Predict the reactants needed to synthesize the given product. (1) Given the product [Cl:8][C:5]1[N:4]=[C:3]([N:9]2[CH2:14][CH2:13][CH:12]([CH2:15][NH:16][C:17](=[O:23])[O:18][C:19]([CH3:22])([CH3:21])[CH3:20])[CH2:11][CH2:10]2)[C:2]([CH:24]2[CH2:26][CH2:25]2)=[CH:7][N:6]=1, predict the reactants needed to synthesize it. The reactants are: Br[C:2]1[C:3]([N:9]2[CH2:14][CH2:13][CH:12]([CH2:15][NH:16][C:17](=[O:23])[O:18][C:19]([CH3:22])([CH3:21])[CH3:20])[CH2:11][CH2:10]2)=[N:4][C:5]([Cl:8])=[N:6][CH:7]=1.[CH:24]1(B(O)O)[CH2:26][CH2:25]1.[O-]P([O-])([O-])=O.[K+].[K+].[K+].C1(P(C2CCCCC2)C2CCCCC2)CCCCC1. (2) Given the product [F:24][C:25]1[CH:33]=[CH:32][CH:31]=[C:30]([F:34])[C:26]=1[C:27]([N:17]1[C:9]2=[N:8][C:7]([N:1]3[CH2:6][CH2:5][O:4][CH2:3][CH2:2]3)=[CH:12][C:11](=[O:13])[N:10]2[CH2:14][CH2:15][C@H:16]1[C:18]([F:20])([F:21])[F:19])=[O:28], predict the reactants needed to synthesize it. The reactants are: [N:1]1([C:7]2[N:8]=[C:9]3[NH:17][C@H:16]([C:18]([F:21])([F:20])[F:19])[CH2:15][CH2:14][N:10]3[C:11](=[O:13])[CH:12]=2)[CH2:6][CH2:5][O:4][CH2:3][CH2:2]1.[H-].[Na+].[F:24][C:25]1[CH:33]=[CH:32][CH:31]=[C:30]([F:34])[C:26]=1[C:27](Cl)=[O:28].C(Cl)Cl.CO. (3) Given the product [CH3:1][O:2][C:3](=[O:20])[C:4]1[CH:9]=[C:8]([Cl:10])[C:7]([NH2:11])=[C:6]([N+:15]([O-:17])=[O:16])[C:5]=1[O:18][CH3:19], predict the reactants needed to synthesize it. The reactants are: [CH3:1][O:2][C:3](=[O:20])[C:4]1[CH:9]=[C:8]([Cl:10])[C:7]([NH:11]C(=O)C)=[C:6]([N+:15]([O-:17])=[O:16])[C:5]=1[O:18][CH3:19]. (4) Given the product [CH3:16][O:13][C:12]([C:7]1[CH:6]=[CH:5][C:4]2[C:9](=[CH:10][CH:11]=[C:2]([OH:1])[CH:3]=2)[CH:8]=1)=[O:14], predict the reactants needed to synthesize it. The reactants are: [OH:1][C:2]1[CH:3]=[C:4]2[C:9](=[CH:10][CH:11]=1)[CH:8]=[C:7]([C:12]([OH:14])=[O:13])[CH:6]=[CH:5]2.Cl.[CH3:16]O. (5) The reactants are: COC1C=CC(C[N:8]2[C:16]3([CH2:21][CH2:20][N:19](C(OC(C)(C)C)=O)[CH2:18][CH2:17]3)[C:15]3[C:10](=[CH:11][CH:12]=[CH:13][CH:14]=3)[C:9]2=[O:29])=CC=1.C(O)(C(F)(F)F)=O. Given the product [NH:19]1[CH2:20][CH2:21][C:16]2([C:15]3[C:10](=[CH:11][CH:12]=[CH:13][CH:14]=3)[C:9](=[O:29])[NH:8]2)[CH2:17][CH2:18]1, predict the reactants needed to synthesize it. (6) Given the product [C:37]([NH:40][S:41]([C:44]1[S:48][C:47]([C:21]2[N:20]=[CH:19][N:18]([C:10]3[N:9]=[C:8]([C:5]4[CH:4]=[CH:3][C:2]([F:1])=[CH:7][CH:6]=4)[CH:13]=[C:12]([C:14]([F:15])([F:16])[F:17])[N:11]=3)[CH:22]=2)=[CH:46][CH:45]=1)(=[O:42])=[O:43])([CH3:39])([CH3:36])[CH3:38], predict the reactants needed to synthesize it. The reactants are: [F:1][C:2]1[CH:7]=[CH:6][C:5]([C:8]2[CH:13]=[C:12]([C:14]([F:17])([F:16])[F:15])[N:11]=[C:10]([N:18]3[CH:22]=[C:21]([Sn](CCCC)(CCCC)CCCC)[N:20]=[CH:19]3)[N:9]=2)=[CH:4][CH:3]=1.[CH3:36][C:37]([NH:40][S:41]([C:44]1[S:48][C:47](Br)=[CH:46][CH:45]=1)(=[O:43])=[O:42])([CH3:39])[CH3:38].CCCCCC. (7) Given the product [F:41][C:38]([F:39])([F:40])[C:36]1[CH:35]=[C:5]([CH:4]=[C:3]([C:2]([F:1])([F:42])[F:43])[CH:37]=1)[CH2:6][N:7]([CH2:13][C:14]1[CH:19]=[C:18]([C:20]([F:21])([F:22])[F:23])[CH:17]=[CH:16][C:15]=1[C:24]1[CH:29]=[C:28]([CH:30]([CH3:31])[CH3:32])[CH:27]=[CH:26][C:25]=1[O:33][CH3:34])[C:8]1[N:9]=[N:10][N:11]([CH2:66][CH2:65][S:64][CH3:63])[N:12]=1, predict the reactants needed to synthesize it. The reactants are: [F:1][C:2]([F:43])([F:42])[C:3]1[CH:4]=[C:5]([CH:35]=[C:36]([C:38]([F:41])([F:40])[F:39])[CH:37]=1)[CH2:6][N:7]([CH2:13][C:14]1[CH:19]=[C:18]([C:20]([F:23])([F:22])[F:21])[CH:17]=[CH:16][C:15]=1[C:24]1[CH:29]=[C:28]([CH:30]([CH3:32])[CH3:31])[CH:27]=[CH:26][C:25]=1[O:33][CH3:34])[C:8]1[N:9]=[N:10][NH:11][N:12]=1.C1(P(C2C=CC=CC=2)C2C=CC=CC=2)C=CC=CC=1.[CH3:63][S:64][CH2:65][CH2:66]O.N(C(OCC)=O)=NC(OCC)=O.C1(C)C=CC=CC=1.